This data is from Peptide-MHC class I binding affinity with 185,985 pairs from IEDB/IMGT. The task is: Regression. Given a peptide amino acid sequence and an MHC pseudo amino acid sequence, predict their binding affinity value. This is MHC class I binding data. (1) The peptide sequence is YAKKFKTGMH. The MHC is HLA-A11:01 with pseudo-sequence HLA-A11:01. The binding affinity (normalized) is 0. (2) The peptide sequence is IAVTPRPPI. The MHC is H-2-Kb with pseudo-sequence H-2-Kb. The binding affinity (normalized) is 0.190. (3) The peptide sequence is YRNFSFSLK. The MHC is HLA-B48:01 with pseudo-sequence HLA-B48:01. The binding affinity (normalized) is 0.0847. (4) The peptide sequence is FLGKIWPSYK. The MHC is HLA-A11:01 with pseudo-sequence HLA-A11:01. The binding affinity (normalized) is 0.384. (5) The peptide sequence is SARRHRILDIYL. The MHC is Mamu-B08 with pseudo-sequence Mamu-B08. The binding affinity (normalized) is 0.379. (6) The binding affinity (normalized) is 0.750. The MHC is HLA-A24:02 with pseudo-sequence HLA-A24:02. The peptide sequence is KYADKIYSI. (7) The peptide sequence is SYVFNFHKY. The MHC is HLA-A30:01 with pseudo-sequence HLA-A30:01. The binding affinity (normalized) is 0.0847. (8) The peptide sequence is APDGIRGFP. The MHC is HLA-B07:02 with pseudo-sequence HLA-B07:02. The binding affinity (normalized) is 0.0701.